Dataset: Reaction yield outcomes from USPTO patents with 853,638 reactions. Task: Predict the reaction yield, written as a fraction of the theoretical maximum amount of product (1.0 means a 100% yield; for example, 0.34 means a 34% yield). (1) The product is [CH3:40][C:41]1[C:45]([CH3:46])=[C:44]([NH:47][C:24]([N:21]2[CH2:20][CH2:19][C:17]3([O:16][CH2:15][CH:14]([C:11]4[N:10]=[C:9]([C:6]5[CH:5]=[CH:4][C:3]([C:2]([F:31])([F:32])[F:1])=[CH:8][CH:7]=5)[O:13][N:12]=4)[CH2:18]3)[CH2:23][CH2:22]2)=[O:26])[O:43][N:42]=1. The yield is 0.520. The catalyst is C(Cl)Cl.C(#N)C. The reactants are [F:1][C:2]([F:32])([F:31])[C:3]1[CH:8]=[CH:7][C:6]([C:9]2[O:13][N:12]=[C:11]([CH:14]3[CH2:18][C:17]4([CH2:23][CH2:22][N:21]([C:24]([O:26]C(C)(C)C)=O)[CH2:20][CH2:19]4)[O:16][CH2:15]3)[N:10]=2)=[CH:5][CH:4]=1.Cl.O1CCOCC1.[CH3:40][C:41]1[C:45]([CH3:46])=[C:44]([NH:47]C(=O)OC2C=CC=CC=2)[O:43][N:42]=1.CCN(C(C)C)C(C)C. (2) The reactants are [CH:1]([C:3]1[N:8]=[N:7][C:6]2[O:9][CH2:10][CH2:11][S:12][C:5]=2[CH:4]=1)=C.I([O-])(=O)(=O)=[O:14].[Na+]. The catalyst is O1CCOCC1.O.[Os](=O)(=O)(=O)=O. The product is [N:7]1[C:6]2[O:9][CH2:10][CH2:11][S:12][C:5]=2[CH:4]=[C:3]([CH:1]=[O:14])[N:8]=1. The yield is 0.360. (3) The reactants are [C:1]([C:3]([CH3:32])([CH3:31])[CH:4]([NH:8][C:9]([C:11]1[C:19]2[C:14](=[N:15][CH:16]=[C:17]([CH:20]3[CH2:22][CH2:21]3)[N:18]=2)[N:13](COCC[Si](C)(C)C)[CH:12]=1)=[O:10])[CH:5]1[CH2:7][CH2:6]1)#[N:2].C(O)(C(F)(F)F)=O. The catalyst is C(Cl)Cl. The product is [C:1]([C:3]([CH3:32])([CH3:31])[CH:4]([NH:8][C:9]([C:11]1[C:19]2[C:14](=[N:15][CH:16]=[C:17]([CH:20]3[CH2:21][CH2:22]3)[N:18]=2)[NH:13][CH:12]=1)=[O:10])[CH:5]1[CH2:6][CH2:7]1)#[N:2]. The yield is 0.580. (4) The catalyst is CCO.[Pd]. The product is [CH3:1][O:2][C:3]1[CH:8]=[CH:7][CH:6]=[CH:5][C:4]=1[CH:9]1[CH2:15][CH2:14][NH:13][C:12](=[O:16])[CH2:11][CH:10]1[C:17]1[CH:18]=[CH:19][CH:20]=[CH:21][CH:22]=1. The reactants are [CH3:1][O:2][C:3]1[CH:8]=[CH:7][CH:6]=[CH:5][C:4]=1[CH:9]1[CH2:15][CH2:14][NH:13][C:12](=[O:16])[CH:11]=[C:10]1[C:17]1[CH:22]=[CH:21][CH:20]=[CH:19][CH:18]=1. The yield is 0.710.